This data is from Reaction yield outcomes from USPTO patents with 853,638 reactions. The task is: Predict the reaction yield, written as a fraction of the theoretical maximum amount of product (1.0 means a 100% yield; for example, 0.34 means a 34% yield). (1) The reactants are [Cl:1][C:2]1[N:10]=[C:9](Cl)[CH:8]=[CH:7][C:3]=1[C:4]([OH:6])=[O:5].[C:12]([O:16][C:17]([C:19]1[CH:20]=[C:21](B(O)O)[CH:22]=[CH:23][CH:24]=1)=[O:18])([CH3:15])([CH3:14])[CH3:13].C(=O)([O-])[O-].[K+].[K+].COCCOC. The catalyst is O.C1C=CC([P]([Pd]([P](C2C=CC=CC=2)(C2C=CC=CC=2)C2C=CC=CC=2)([P](C2C=CC=CC=2)(C2C=CC=CC=2)C2C=CC=CC=2)[P](C2C=CC=CC=2)(C2C=CC=CC=2)C2C=CC=CC=2)(C2C=CC=CC=2)C2C=CC=CC=2)=CC=1. The product is [C:12]([O:16][C:17]([C:19]1[CH:24]=[C:23]([C:9]2[CH:8]=[CH:7][C:3]([C:4]([OH:6])=[O:5])=[C:2]([Cl:1])[N:10]=2)[CH:22]=[CH:21][CH:20]=1)=[O:18])([CH3:15])([CH3:13])[CH3:14]. The yield is 0.670. (2) The reactants are CO[C:3](=[O:8])[C:4]([O:6][CH3:7])=[O:5].C[O-].[Na+].[CH3:12][S:13][C:14]1[CH:19]=[CH:18][C:17]([C:20](=[O:22])[CH3:21])=[CH:16][CH:15]=1.Cl. The catalyst is C1(C)C=CC=CC=1.C(Cl)Cl.CCCCCC.CCOC(C)=O. The product is [OH:8]/[C:3](=[CH:21]\[C:20]([C:17]1[CH:18]=[CH:19][C:14]([S:13][CH3:12])=[CH:15][CH:16]=1)=[O:22])/[C:4]([O:6][CH3:7])=[O:5]. The yield is 0.790. (3) The reactants are N1([C:6](N2C=CN=C2)=[O:7])C=CN=C1.[CH:13]1([CH2:17][OH:18])[CH2:16][CH2:15][CH2:14]1.Cl.[F:20][C:21]1[CH:26]=[C:25]([S:27]([CH3:30])(=[O:29])=[O:28])[CH:24]=[CH:23][C:22]=1[N:31]1[C:35]2=[N:36][CH:37]=[N:38][C:39]([S:40][CH:41]3[CH2:46][CH2:45][NH:44][CH2:43][CH2:42]3)=[C:34]2[CH:33]=[N:32]1.C(N(CC)CC)C. The catalyst is CS(C)=O. The product is [CH:13]1([CH2:17][O:18][C:6]([N:44]2[CH2:43][CH2:42][CH:41]([S:40][C:39]3[N:38]=[CH:37][N:36]=[C:35]4[N:31]([C:22]5[CH:23]=[CH:24][C:25]([S:27]([CH3:30])(=[O:29])=[O:28])=[CH:26][C:21]=5[F:20])[N:32]=[CH:33][C:34]=34)[CH2:46][CH2:45]2)=[O:7])[CH2:16][CH2:15][CH2:14]1. The yield is 0.310. (4) The reactants are Cl.[Cl:2][CH2:3]/[CH:4]=[CH:5]\[CH2:6][NH2:7].C(N(CC)C(C)C)(C)C.[C:17](O[C:17]([O:19][C:20]([CH3:23])([CH3:22])[CH3:21])=[O:18])([O:19][C:20]([CH3:23])([CH3:22])[CH3:21])=[O:18].C(=O)(O)[O-].[Na+]. The catalyst is C1COCC1.O.C(OCC)C. The product is [C:20]([O:19][C:17](=[O:18])[NH:7][CH2:6]/[CH:5]=[CH:4]\[CH2:3][Cl:2])([CH3:23])([CH3:22])[CH3:21]. The yield is 0.900. (5) The reactants are [Cl:1][CH2:2][C:3](Cl)=[O:4].[CH2:6]([N:13]1[CH2:18][CH2:17][CH:16]([NH2:19])[CH2:15][CH2:14]1)[C:7]1[CH:12]=[CH:11][CH:10]=[CH:9][CH:8]=1. The catalyst is C(Cl)Cl. The product is [CH2:6]([N:13]1[CH2:18][CH2:17][CH:16]([NH:19][C:3](=[O:4])[CH2:2][Cl:1])[CH2:15][CH2:14]1)[C:7]1[CH:8]=[CH:9][CH:10]=[CH:11][CH:12]=1. The yield is 0.860. (6) The reactants are [C:1](OC)(=[O:3])[CH3:2].[CH3:6][C:7](=[O:13])[CH2:8][CH2:9][CH2:10][CH2:11][CH3:12].Cl. The catalyst is C(OCC)C. The product is [CH3:2][C:1](=[O:3])[CH2:6][C:7](=[O:13])[CH2:8][CH2:9][CH2:10][CH2:11][CH3:12]. The yield is 0.640. (7) The reactants are [Cl:1][C:2]1[CH:8]=[CH:7][CH:6]=[C:5]([N+:9]([O-])=O)[C:3]=1[NH2:4].N1[CH:17]=[CH:16][CH:15]=[CH:14]C=1.C1(C(Cl)=O)CC1.N. The product is [Cl:1][C:2]1[C:3]2[NH:4][C:14]([CH:15]3[CH2:17][CH2:16]3)=[N:9][C:5]=2[CH:6]=[CH:7][CH:8]=1. The catalyst is CC(N(C)C)=O.O.CO. The yield is 0.360.